From a dataset of Forward reaction prediction with 1.9M reactions from USPTO patents (1976-2016). Predict the product of the given reaction. (1) Given the reactants [Cl:1][C:2]1[CH:3]=[CH:4][C:5]([F:20])=[C:6]([N:8]2[N:12]=[N:11][C:10]([CH:13](OS(C)(=O)=O)[CH3:14])=[N:9]2)[CH:7]=1.C(=O)([O-])[O-].[K+].[K+].[CH2:27]([O:29][C:30]([N:32]1[CH2:37][CH2:36][NH:35][CH2:34][CH2:33]1)=[O:31])[CH3:28], predict the reaction product. The product is: [CH2:27]([O:29][C:30]([N:32]1[CH2:33][CH2:34][N:35]([CH:13]([C:10]2[N:11]=[N:12][N:8]([C:6]3[CH:7]=[C:2]([Cl:1])[CH:3]=[CH:4][C:5]=3[F:20])[N:9]=2)[CH3:14])[CH2:36][CH2:37]1)=[O:31])[CH3:28]. (2) Given the reactants [C:1](CC(O)=O)#[N:2].C(O[C:11](=[O:13])[CH3:12])(=O)C.[CH3:14][NH:15][C:16]([NH:18][C:19]1[C:28]2[C:23](=[CH:24][CH:25]=[CH:26][CH:27]=2)[CH:22]=[CH:21][CH:20]=1)=[O:17], predict the reaction product. The product is: [NH2:2][C:1]1[N:18]([C:19]2[C:28]3[C:23](=[CH:24][CH:25]=[CH:26][CH:27]=3)[CH:22]=[CH:21][CH:20]=2)[C:16](=[O:17])[N:15]([CH3:14])[C:11](=[O:13])[CH:12]=1. (3) Given the reactants C([O:3][C:4]([C:6]1[CH:15]=[C:14]2[C:9]([C:10]([C:16]3[C:20]([C:21]4[CH:26]=[CH:25][CH:24]=[C:23]([CH3:27])[N:22]=4)=[N:19][N:18]4[CH2:28][CH2:29][CH2:30][C:17]=34)=[CH:11][CH:12]=[N:13]2)=[CH:8][CH:7]=1)=[O:5])C.[OH-].[Li+], predict the reaction product. The product is: [CH3:27][C:23]1[N:22]=[C:21]([C:20]2[C:16]([C:10]3[C:9]4[C:14](=[CH:15][C:6]([C:4]([OH:5])=[O:3])=[CH:7][CH:8]=4)[N:13]=[CH:12][CH:11]=3)=[C:17]3[CH2:30][CH2:29][CH2:28][N:18]3[N:19]=2)[CH:26]=[CH:25][CH:24]=1. (4) Given the reactants [CH3:1][C:2]1[CH:11]=[CH:10][C:9]2[C:4](=[CH:5][CH:6]=[CH:7][C:8]=2[O:12][CH2:13][CH2:14][N:15]2[CH2:20][CH2:19][NH:18][CH2:17][CH2:16]2)[N:3]=1.[C:21]([C:23]1[CH:24]=[C:25]([CH:28]=[CH:29][CH:30]=1)[CH:26]=O)#[N:22].C(O[BH-](OC(=O)C)OC(=O)C)(=O)C.[Na+].C([O-])(O)=O.[Na+], predict the reaction product. The product is: [CH3:1][C:2]1[CH:11]=[CH:10][C:9]2[C:4](=[CH:5][CH:6]=[CH:7][C:8]=2[O:12][CH2:13][CH2:14][N:15]2[CH2:20][CH2:19][N:18]([CH2:26][C:25]3[CH:24]=[C:23]([CH:30]=[CH:29][CH:28]=3)[C:21]#[N:22])[CH2:17][CH2:16]2)[N:3]=1. (5) Given the reactants [CH2:1]([NH:3][C:4]([NH:6][C:7]1[S:8][C:9]2[C:15]([C:16]3[CH:21]=[CH:20][CH:19]=[CH:18][N:17]=3)=[CH:14][C:13]([OH:22])=[CH:12][C:10]=2[N:11]=1)=[O:5])[CH3:2].C1C=CC(N([S:30]([C:33]([F:36])([F:35])[F:34])(=[O:32])=[O:31])[S:30]([C:33]([F:36])([F:35])[F:34])(=[O:32])=[O:31])=CC=1.CCN(C(C)C)C(C)C.CCOCC, predict the reaction product. The product is: [CH2:1]([NH:3][C:4]([NH:6][C:7]1[S:8][C:9]2[C:15]([C:16]3[CH:21]=[CH:20][CH:19]=[CH:18][N:17]=3)=[CH:14][C:13]([O:22][S:30]([C:33]([F:36])([F:35])[F:34])(=[O:32])=[O:31])=[CH:12][C:10]=2[N:11]=1)=[O:5])[CH3:2]. (6) Given the reactants [CH2:1]([O:4][C@H:5]1[C@H:9]([NH:10][C:11](=[O:26])[CH2:12][NH:13][C:14](=[O:25])[C:15]2[CH:20]=[CH:19][CH:18]=[C:17]([C:21]([F:24])([F:23])[F:22])[CH:16]=2)[CH2:8][N:7](C(OCC2C=CC=CC=2)=O)[CH2:6]1)[CH:2]=[CH2:3].[Si](I)(C)(C)C, predict the reaction product. The product is: [CH2:1]([O:4][C@@H:5]1[CH2:6][NH:7][CH2:8][C@H:9]1[NH:10][C:11](=[O:26])[CH2:12][NH:13][C:14](=[O:25])[C:15]1[CH:20]=[CH:19][CH:18]=[C:17]([C:21]([F:23])([F:24])[F:22])[CH:16]=1)[CH:2]=[CH2:3]. (7) Given the reactants [NH2:1][C:2]1[C:6]2[C:7]([Cl:23])=[N:8][C:9]([NH:11][C:12]([NH:14][C@@H:15]([C:17]3[CH:22]=[CH:21][CH:20]=[CH:19][CH:18]=3)[CH3:16])=[O:13])=[CH:10][C:5]=2[NH:4][N:3]=1.[CH:24](=O)[CH3:25].C([BH3-])#N.[Na+].Cl, predict the reaction product. The product is: [Cl:23][C:7]1[C:6]2[C:2]([NH:1][CH2:24][CH3:25])=[N:3][NH:4][C:5]=2[CH:10]=[C:9]([NH:11][C:12]([NH:14][C@@H:15]([C:17]2[CH:22]=[CH:21][CH:20]=[CH:19][CH:18]=2)[CH3:16])=[O:13])[N:8]=1.